From a dataset of Reaction yield outcomes from USPTO patents with 853,638 reactions. Predict the reaction yield, written as a fraction of the theoretical maximum amount of product (1.0 means a 100% yield; for example, 0.34 means a 34% yield). (1) The reactants are [NH2:1][C:2]1[NH:6][N:5]=[N:4][N:3]=1.C(N(CC)CC)C.[C:14]1([CH:24]=O)[C:23]2[C:18](=[CH:19][CH:20]=[CH:21][CH:22]=2)[CH:17]=[CH:16][CH:15]=1.[CH2:26]1[C:35]2[C:30](=[CH:31][CH:32]=[CH:33][CH:34]=2)[CH2:29][CH2:28][C:27]1=O. The catalyst is C(O)C. The product is [C:14]1([CH:24]2[C:31]3[C:30]4[CH:29]=[CH:28][CH:27]=[CH:26][C:35]=4[CH2:34][CH2:33][C:32]=3[NH:1][C:2]3=[N:3][N:4]=[N:5][N:6]23)[C:23]2[C:18](=[CH:19][CH:20]=[CH:21][CH:22]=2)[CH:17]=[CH:16][CH:15]=1. The yield is 0.0510. (2) The reactants are [C:1]1([CH2:7][C:8]([NH:10][NH2:11])=O)[CH:6]=[CH:5][CH:4]=[CH:3][CH:2]=1.[CH3:12][C:13]1[C:17]([N:18]=[C:19]=[S:20])=[C:16]([CH3:21])[O:15][N:14]=1. No catalyst specified. The product is [CH2:7]([C:8]1[N:18]([C:17]2[C:13]([CH3:12])=[N:14][O:15][C:16]=2[CH3:21])[C:19](=[S:20])[NH:11][N:10]=1)[C:1]1[CH:6]=[CH:5][CH:4]=[CH:3][CH:2]=1. The yield is 0.590. (3) The reactants are [F:1][C:2]1[CH:22]=[CH:21][C:5]([CH2:6][O:7][C:8]2[CH:17]=[C:16]3[C:11]([CH:12]=[C:13]([C:18](=[O:20])[CH3:19])[CH:14]=[N:15]3)=[CH:10][CH:9]=2)=[CH:4][CH:3]=1.B1(C)OC(C2C=CC=CC=2)(C2C=CC=CC=2)[C@H]2N1CCC2.CSC. The catalyst is C1(C)C=CC=CC=1. The product is [F:1][C:2]1[CH:22]=[CH:21][C:5]([CH2:6][O:7][C:8]2[CH:17]=[C:16]3[C:11]([CH:12]=[C:13]([C@@H:18]([OH:20])[CH3:19])[CH:14]=[N:15]3)=[CH:10][CH:9]=2)=[CH:4][CH:3]=1. The yield is 0.170. (4) The reactants are Br[C:2]1[C:10]2[C:5](=[CH:6][CH:7]=[C:8]([C:11]#[N:12])[CH:9]=2)[N:4]([CH:13]2[CH2:18][CH2:17][CH2:16][CH2:15][O:14]2)[N:3]=1.[N:19]1([CH2:25][CH2:26][O:27][C:28]2[CH:29]=[C:30]3[C:35](=[CH:36][CH:37]=2)[CH:34]=[C:33](B(O)O)[CH:32]=[CH:31]3)[CH2:24][CH2:23][CH2:22][CH2:21][CH2:20]1.P([O-])([O-])([O-])=O.[K+].[K+].[K+]. The catalyst is C(COC)OC. The product is [N:19]1([CH2:25][CH2:26][O:27][C:28]2[CH:29]=[C:30]3[C:35](=[CH:36][CH:37]=2)[CH:34]=[C:33]([C:2]2[C:10]4[C:5](=[CH:6][CH:7]=[C:8]([C:11]#[N:12])[CH:9]=4)[N:4]([CH:13]4[CH2:18][CH2:17][CH2:16][CH2:15][O:14]4)[N:3]=2)[CH:32]=[CH:31]3)[CH2:20][CH2:21][CH2:22][CH2:23][CH2:24]1. The yield is 0.870.